Dataset: Catalyst prediction with 721,799 reactions and 888 catalyst types from USPTO. Task: Predict which catalyst facilitates the given reaction. (1) Reactant: [C:1]([O:5][C:6](=[O:35])[CH2:7][C@H:8]([NH:16][S:17]([C:20]1[CH:25]=[CH:24][C:23]([NH2:26])=[CH:22][C:21]=1[O:27][CH2:28][C:29]1[CH:34]=[CH:33][CH:32]=[CH:31][CH:30]=1)(=[O:19])=[O:18])[CH:9]([O:13][CH2:14][CH3:15])[O:10][CH2:11][CH3:12])([CH3:4])([CH3:3])[CH3:2].C(N(CC)CC)C.[Cl:43][CH2:44][CH2:45][CH2:46][C:47](Cl)=[O:48]. Product: [C:1]([O:5][C:6](=[O:35])[CH2:7][C@H:8]([NH:16][S:17]([C:20]1[CH:25]=[CH:24][C:23]([NH:26][C:47](=[O:48])[CH2:46][CH2:45][CH2:44][Cl:43])=[CH:22][C:21]=1[O:27][CH2:28][C:29]1[CH:34]=[CH:33][CH:32]=[CH:31][CH:30]=1)(=[O:19])=[O:18])[CH:9]([O:10][CH2:11][CH3:12])[O:13][CH2:14][CH3:15])([CH3:3])([CH3:4])[CH3:2]. The catalyst class is: 2. (2) Reactant: [CH2:1]([O:8][C:9](=[O:23])[CH2:10][CH:11]([NH:15][C:16]([O:18][C:19]([CH3:22])([CH3:21])[CH3:20])=[O:17])[C:12]([NH2:14])=O)[C:2]1[CH:7]=[CH:6][CH:5]=[CH:4][CH:3]=1.N1C=CC=CC=1.FC(F)(F)C(OC(=O)C(F)(F)F)=O.C(=O)(O)[O-].[Na+]. Product: [CH2:1]([O:8][C:9](=[O:23])[CH2:10][CH:11]([NH:15][C:16]([O:18][C:19]([CH3:21])([CH3:20])[CH3:22])=[O:17])[C:12]#[N:14])[C:2]1[CH:3]=[CH:4][CH:5]=[CH:6][CH:7]=1. The catalyst class is: 38. (3) Reactant: [OH:1][C:2]1[CH:7]=[CH:6][C:5]([N+:8]([O-:10])=[O:9])=[CH:4][C:3]=1[CH3:11].[C:12](=O)([O-])[O-].[K+].[K+].IC.O. Product: [CH3:12][O:1][C:2]1[CH:7]=[CH:6][C:5]([N+:8]([O-:10])=[O:9])=[CH:4][C:3]=1[CH3:11]. The catalyst class is: 9. (4) Reactant: [F:1][C:2]1[CH:3]=[C:4]([NH2:19])[CH:5]=[C:6]([F:18])[C:7]=1[C:8]1[N:12]([CH3:13])[N:11]=[C:10]([C:14]([F:17])([F:16])[F:15])[CH:9]=1.[F:20][C:21]1[CH:29]=[CH:28][CH:27]=[C:26]([F:30])[C:22]=1[C:23](Cl)=[O:24].CCN(C(C)C)C(C)C.C([O-])(O)=O.[Na+].C(Cl)Cl. Product: [F:1][C:2]1[CH:3]=[C:4]([NH:19][C:23]([C:22]2[C:21]([F:20])=[CH:29][CH:28]=[CH:27][C:26]=2[F:30])=[O:24])[CH:5]=[C:6]([F:18])[C:7]=1[C:8]1[N:12]([CH3:13])[N:11]=[C:10]([C:14]([F:17])([F:15])[F:16])[CH:9]=1. The catalyst class is: 2. (5) Reactant: [N+:1]([C:4]1[C:5]([C:9]([OH:11])=O)=[N:6][NH:7][CH:8]=1)([O-:3])=[O:2].[NH2:12][CH:13]1[CH2:18][CH2:17][N:16]([C:19]([O:21][C:22]([CH3:25])([CH3:24])[CH3:23])=[O:20])[CH2:15][CH2:14]1.C(Cl)CCl.C1C=NC2N(O)N=NC=2C=1. Product: [C:22]([O:21][C:19]([N:16]1[CH2:17][CH2:18][CH:13]([NH:12][C:9]([C:5]2[C:4]([N+:1]([O-:3])=[O:2])=[CH:8][NH:7][N:6]=2)=[O:11])[CH2:14][CH2:15]1)=[O:20])([CH3:25])([CH3:23])[CH3:24]. The catalyst class is: 3. (6) Product: [CH3:17][O:16][C:13]1[N:14]=[CH:15][C:10]2[CH2:9][NH:8][CH2:19][CH2:18][C:11]=2[N:12]=1. The catalyst class is: 4. Reactant: C(OC([N:8]1[CH2:19][CH2:18][C:11]2[N:12]=[C:13]([O:16][CH3:17])[N:14]=[CH:15][C:10]=2[CH2:9]1)=O)(C)(C)C.FC(F)(F)C(O)=O. (7) Reactant: [Cl:1][C:2]1[CH:3]=[C:4](/[C:12](=[N:16]\[O:17][CH:18]2[CH2:22][CH2:21][CH2:20][CH2:19]2)/[C:13]([OH:15])=O)[CH:5]=[CH:6][C:7]=1[S:8]([CH3:11])(=[O:10])=[O:9].[O:23]1[CH:27]=[CH:26][C:25]([NH2:28])=[N:24]1.C(N(CC)C(C)C)(C)C. Product: [Cl:1][C:2]1[CH:3]=[C:4](/[C:12](=[N:16]\[O:17][CH:18]2[CH2:22][CH2:21][CH2:20][CH2:19]2)/[C:13]([NH:28][C:25]2[CH:26]=[CH:27][O:23][N:24]=2)=[O:15])[CH:5]=[CH:6][C:7]=1[S:8]([CH3:11])(=[O:9])=[O:10]. The catalyst class is: 10.